This data is from Reaction yield outcomes from USPTO patents with 853,638 reactions. The task is: Predict the reaction yield, written as a fraction of the theoretical maximum amount of product (1.0 means a 100% yield; for example, 0.34 means a 34% yield). (1) The reactants are Br[CH2:2][C:3](=[C:5]([C:11]([O:13][CH2:14][CH3:15])=[O:12])[C:6]([O:8][CH2:9][CH3:10])=[O:7])[CH3:4].CC(C)([O-])C.[K+].C(O)(=O)C. The catalyst is C(O)(C)(C)C. The product is [CH2:2]=[C:3]1[CH2:4][C:5]1([C:11]([O:13][CH2:14][CH3:15])=[O:12])[C:6]([O:8][CH2:9][CH3:10])=[O:7]. The yield is 0.230. (2) The reactants are [O:1]=[C:2]1[C:7]([CH2:8][C:9]2[CH:14]=[CH:13][C:12]([C:15]3[C:16]([C:21]#[N:22])=[CH:17][CH:18]=[CH:19][CH:20]=3)=[CH:11][CH:10]=2)=[C:6]([CH2:23][CH2:24][CH3:25])[N:5]2[N:26]=[CH:27][N:28]=[C:4]2[N:3]1[CH:29]1[CH2:41][CH2:40][C:32]2([O:36][C@H:35]3[CH2:37][CH2:38][CH2:39][C@H:34]3[O:33]2)[CH2:31][CH2:30]1.C([BH3-])#N.[Na+].O1CCCC1. The catalyst is C(OCC)(=O)C. The product is [OH:36][C@H:35]1[CH2:37][CH2:38][CH2:39][C@H:34]1[O:33][C@H:32]1[CH2:31][CH2:30][C@H:29]([N:3]2[C:2](=[O:1])[C:7]([CH2:8][C:9]3[CH:14]=[CH:13][C:12]([C:15]4[C:16]([C:21]#[N:22])=[CH:17][CH:18]=[CH:19][CH:20]=4)=[CH:11][CH:10]=3)=[C:6]([CH2:23][CH2:24][CH3:25])[N:5]3[N:26]=[CH:27][N:28]=[C:4]23)[CH2:41][CH2:40]1. The yield is 0.720. (3) The reactants are [CH3:1][C:2]#[N:3].[Li]CCCC.[F:9][C:10]([F:19])([F:18])[C:11]([CH3:17])([CH3:16])[C:12](OC)=[O:13]. The catalyst is C1COCC1. The product is [F:9][C:10]([F:19])([F:18])[C:11]([CH3:17])([CH3:16])[C:12](=[O:13])[CH2:1][C:2]#[N:3]. The yield is 0.300. (4) The reactants are [CH3:1][C:2]1([CH3:9])[S:6][C:5](=[O:7])[NH:4][C:3]1=[O:8].[N+:10]([C:13]1[CH:20]=[CH:19][CH:18]=[CH:17][C:14]=1[CH2:15]Br)([O-:12])=[O:11].[Cl-].[NH4+]. The catalyst is CN(C)C=O. The product is [CH3:1][C:2]1([CH3:9])[S:6][C:5](=[O:7])[N:4]([CH2:15][C:14]2[CH:17]=[CH:18][CH:19]=[CH:20][C:13]=2[N+:10]([O-:12])=[O:11])[C:3]1=[O:8]. The yield is 0.990.